This data is from Full USPTO retrosynthesis dataset with 1.9M reactions from patents (1976-2016). The task is: Predict the reactants needed to synthesize the given product. Given the product [Cl:1][C:2]1[CH:3]=[CH:4][C:5]([O:10][C:11]2[CH:16]=[CH:15][C:14]([S:17][CH3:18])=[CH:13][CH:12]=2)=[C:6]([CH:7]=[N:40][C:38]([O:47][Si:20]([CH3:27])([CH3:26])[CH3:19])=[CH2:39])[CH:9]=1, predict the reactants needed to synthesize it. The reactants are: [Cl:1][C:2]1[CH:3]=[CH:4][C:5]([O:10][C:11]2[CH:16]=[CH:15][C:14]([S:17][CH3:18])=[CH:13][CH:12]=2)=[C:6]([CH:9]=1)[CH:7]=O.[CH3:19][Si:20]([CH3:27])([CH3:26])N[Si:20]([CH3:27])([CH3:26])[CH3:19].C([Li])CCC.C[Si](Cl)(C)C.[CH2:38]([N:40](CC)CC)[CH3:39].C(Cl)(=[O:47])C.